From a dataset of Full USPTO retrosynthesis dataset with 1.9M reactions from patents (1976-2016). Predict the reactants needed to synthesize the given product. (1) Given the product [N:16]1[C:25]2[C:20](=[CH:21][C:22]([CH2:26][CH2:27][C:28]([OH:13])=[O:29])=[CH:23][CH:24]=2)[CH:19]=[CH:18][CH:17]=1, predict the reactants needed to synthesize it. The reactants are: CC(=CC)C.P([O-])(O)(O)=O.[Na+].Cl([O-])=[O:13].[Na+].[N:16]1[C:25]2[C:20](=[CH:21][C:22]([CH2:26][CH2:27][CH:28]=[O:29])=[CH:23][CH:24]=2)[CH:19]=[CH:18][CH:17]=1. (2) Given the product [Br:1][C:2]1[CH:3]=[C:4]([CH2:7][NH:13][CH3:12])[S:5][CH:6]=1, predict the reactants needed to synthesize it. The reactants are: [Br:1][C:2]1[CH:3]=[C:4]([CH:7]=O)[S:5][CH:6]=1.Cl.CN.[C:12]([BH3-])#[N:13].[Na+].[OH-].[Na+]. (3) Given the product [Cl:50][C:45]1[CH:44]=[C:43]([CH:48]=[CH:47][C:46]=1[O:49][CH2:17][CH:16]1[CH2:15][CH2:14][CH2:10][O:11]1)[CH2:42][C@H:38]1[O:39][CH2:40][CH2:41][NH:36][CH2:37]1, predict the reactants needed to synthesize it. The reactants are: C(N1CC[O:11][C@H:10]([CH2:14][C:15]2C=CC=[C:17](C=CC3C=NC=CC=3)[CH:16]=2)C1)(OC(C)(C)C)=O.C([N:36]1[CH2:41][CH2:40][O:39][C@H:38]([CH2:42][C:43]2[CH:48]=[CH:47][C:46]([OH:49])=[C:45]([Cl:50])[CH:44]=2)[CH2:37]1)(OC(C)(C)C)=O.C(O)C1OCCC1.C(O)(C(F)(F)F)=O. (4) Given the product [NH:1]1[C:5]2([CH2:14][CH2:13][C:8]3([O:12][CH2:11][CH2:10][O:9]3)[CH2:7][CH2:6]2)[CH2:4][NH:3][C:2]1=[O:16], predict the reactants needed to synthesize it. The reactants are: [NH:1]1[C:5]2([CH2:14][CH2:13][C:8]3([O:12][CH2:11][CH2:10][O:9]3)[CH2:7][CH2:6]2)[C:4](=O)[NH:3][C:2]1=[O:16].[H-].[H-].[H-].[H-].[Li+].[Al+3].[C@H](O)(C([O-])=O)[C@@H](O)C([O-])=O.[Na+].[K+]. (5) Given the product [CH2:28]([O:30][C:31](=[O:40])[C:32]1[CH:37]=[CH:36][C:35]([CH3:38])=[C:34]([O:15][CH2:14][CH:13]([N:12]2[C:11]3[CH:22]=[C:23]([F:27])[C:24]([F:26])=[CH:25][C:10]=3[N:9]=[C:8]2[C:5]2[CH:6]=[CH:7][C:2]([Cl:1])=[CH:3][CH:4]=2)[CH:16]2[CH2:17][CH2:18][CH2:19][CH2:20][CH2:21]2)[CH:33]=1)[CH3:29], predict the reactants needed to synthesize it. The reactants are: [Cl:1][C:2]1[CH:7]=[CH:6][C:5]([C:8]2[N:12]([CH:13]([CH:16]3[CH2:21][CH2:20][CH2:19][CH2:18][CH2:17]3)[CH2:14][OH:15])[C:11]3[CH:22]=[C:23]([F:27])[C:24]([F:26])=[CH:25][C:10]=3[N:9]=2)=[CH:4][CH:3]=1.[CH2:28]([O:30][C:31](=[O:40])[C:32]1[CH:37]=[CH:36][C:35]([CH3:38])=[C:34](O)[CH:33]=1)[CH3:29].N(C(OC(C)(C)C)=O)=NC(OC(C)(C)C)=O. (6) Given the product [CH2:6]([O:8][C@H:9]([CH2:15][C:16]1[CH:21]=[CH:20][C:19]([O:22][CH2:23][C@@H:24]([OH:33])[C:25]2[CH:30]=[CH:29][CH:28]=[C:27]([O:31][CH3:32])[CH:26]=2)=[CH:18][CH:17]=1)[C:10]([NH:2][OH:3])=[O:11])[CH3:7], predict the reactants needed to synthesize it. The reactants are: Cl.[NH2:2][OH:3].[OH-].[K+].[CH2:6]([O:8][C@H:9]([CH2:15][C:16]1[CH:21]=[CH:20][C:19]([O:22][CH2:23][C@@H:24]([OH:33])[C:25]2[CH:30]=[CH:29][CH:28]=[C:27]([O:31][CH3:32])[CH:26]=2)=[CH:18][CH:17]=1)[C:10](OCC)=[O:11])[CH3:7].NO.